Predict the product of the given reaction. From a dataset of Forward reaction prediction with 1.9M reactions from USPTO patents (1976-2016). (1) Given the reactants [CH2:1]([N:5]1[C:10]2=[N:11][N:12]([CH2:23][C:24]3[C:33]4[C:28](=[CH:29][CH:30]=[CH:31][CH:32]=4)[CH:27]=[CH:26][CH:25]=3)[C:13]([C:14]3[CH:15]=[C:16]([CH:20]=[CH:21][CH:22]=3)[C:17]([OH:19])=O)=[C:9]2[C:8](=[O:34])[N:7]([CH3:35])[C:6]1=[O:36])[CH:2]([CH3:4])[CH3:3].[NH3:37], predict the reaction product. The product is: [CH2:1]([N:5]1[C:10]2=[N:11][N:12]([CH2:23][C:24]3[C:33]4[C:28](=[CH:29][CH:30]=[CH:31][CH:32]=4)[CH:27]=[CH:26][CH:25]=3)[C:13]([C:14]3[CH:15]=[C:16]([CH:20]=[CH:21][CH:22]=3)[C:17]([NH2:37])=[O:19])=[C:9]2[C:8](=[O:34])[N:7]([CH3:35])[C:6]1=[O:36])[CH:2]([CH3:4])[CH3:3]. (2) Given the reactants [CH3:1][N:2]([CH3:16])[C:3]1([C:10]2[CH:15]=[CH:14][CH:13]=[CH:12][CH:11]=2)[CH2:8][CH2:7][C:6](=O)[CH2:5][CH2:4]1.[Cl-].[CH3:18][O:19]C[P+](C1C=CC=CC=1)(C1C=CC=CC=1)C1C=CC=CC=1.O, predict the reaction product. The product is: [CH3:1][N:2]([CH3:16])[C:3]1([C:10]2[CH:15]=[CH:14][CH:13]=[CH:12][CH:11]=2)[CH2:8][CH2:7][CH:6]([CH:18]=[O:19])[CH2:5][CH2:4]1. (3) Given the reactants [CH3:1][C:2]1[CH:10]=[CH:9][C:8]2[NH:7][C:6]3[CH:11]4[CH2:17][CH2:16][N:14]([CH2:15][C:5]=3[C:4]=2[CH:3]=1)[CH2:13][CH2:12]4.Br[C:19]1[CH:28]=[C:27]2[C:22]([CH:23]=[CH:24][CH:25]=[N:26]2)=[CH:21][CH:20]=1, predict the reaction product. The product is: [CH3:1][C:2]1[CH:10]=[CH:9][C:8]2[N:7]([C:25]3[CH:24]=[CH:23][C:22]4[C:27](=[CH:28][CH:19]=[CH:20][CH:21]=4)[N:26]=3)[C:6]3[CH:11]4[CH2:12][CH2:13][N:14]([CH2:15][C:5]=3[C:4]=2[CH:3]=1)[CH2:16][CH2:17]4. (4) Given the reactants Cl.[OH:2][CH:3]1[CH2:8][CH2:7][NH:6][CH2:5][CH2:4]1.[C:9](O[C:9]([O:11][C:12]([CH3:15])([CH3:14])[CH3:13])=[O:10])([O:11][C:12]([CH3:15])([CH3:14])[CH3:13])=[O:10].C(=O)([O-])O.[Na+], predict the reaction product. The product is: [C:12]([O:11][C:9]([N:6]1[CH2:7][CH2:8][CH:3]([OH:2])[CH2:4][CH2:5]1)=[O:10])([CH3:15])([CH3:14])[CH3:13]. (5) Given the reactants [CH3:1][O:2][C:3](=[O:16])[C:4](=O)[C:5]1[CH:6]=[C:7]2[C:11](=[CH:12][CH:13]=1)[NH:10][C:9](=[O:14])[CH2:8]2.[H][H], predict the reaction product. The product is: [CH3:1][O:2][C:3](=[O:16])[CH2:4][C:5]1[CH:6]=[C:7]2[C:11](=[CH:12][CH:13]=1)[NH:10][C:9](=[O:14])[CH2:8]2. (6) Given the reactants N#N.[C:3]([Si:7]([CH3:26])([CH3:25])[O:8][CH:9]([C:11]1[O:12][C:13]([CH2:16][N:17]2[CH:21]=[CH:20][C:19]([N+:22]([O-])=O)=[N:18]2)=[CH:14][N:15]=1)[CH3:10])([CH3:6])([CH3:5])[CH3:4].[NH4+].[Cl-], predict the reaction product. The product is: [C:3]([Si:7]([CH3:26])([CH3:25])[O:8][CH:9]([C:11]1[O:12][C:13]([CH2:16][N:17]2[CH:21]=[CH:20][C:19]([NH2:22])=[N:18]2)=[CH:14][N:15]=1)[CH3:10])([CH3:6])([CH3:5])[CH3:4].